This data is from Forward reaction prediction with 1.9M reactions from USPTO patents (1976-2016). The task is: Predict the product of the given reaction. (1) Given the reactants [C:1]1([C:14]([OH:16])=[O:15])[C:10]2[C:5](=[CH:6][CH:7]=[CH:8][CH:9]=2)[C:4]([C:11]([OH:13])=O)=[CH:3][CH:2]=1.[NH2:17][CH2:18][C@@H:19]([OH:36])[CH2:20][N:21]1[CH2:26][CH2:25][CH:24]([O:27][C:28]2[CH:33]=[CH:32][C:31]([Cl:34])=[C:30]([Cl:35])[CH:29]=2)[CH2:23][CH2:22]1.C(N(CC)CC)C.C1CN([P+](Br)(N2CCCC2)N2CCCC2)CC1.F[P-](F)(F)(F)(F)F, predict the reaction product. The product is: [Cl:35][C:30]1[CH:29]=[C:28]([CH:33]=[CH:32][C:31]=1[Cl:34])[O:27][CH:24]1[CH2:23][CH2:22][N:21]([CH2:20][C@H:19]([OH:36])[CH2:18][NH:17][C:11]([C:4]2[C:5]3[C:10](=[CH:9][CH:8]=[CH:7][CH:6]=3)[C:1]([C:14]([OH:16])=[O:15])=[CH:2][CH:3]=2)=[O:13])[CH2:26][CH2:25]1. (2) Given the reactants [CH3:1][C:2]1([CH3:20])[C:10]2[C:5](=[CH:6][CH:7]=[C:8](OS(C(F)(F)F)(=O)=O)[CH:9]=2)[C:4](=[O:19])[O:3]1.[CH3:21][Si:22]([C:25]#[CH:26])([CH3:24])[CH3:23].C(N(CC)CC)C, predict the reaction product. The product is: [CH3:1][C:2]1([CH3:20])[C:10]2[C:5](=[CH:6][CH:7]=[C:8]([C:26]#[C:25][Si:22]([CH3:24])([CH3:23])[CH3:21])[CH:9]=2)[C:4](=[O:19])[O:3]1. (3) Given the reactants [C:1]([O:5][C:6]([N:8]1[CH:13]([CH2:14][CH3:15])[CH2:12][CH:11]([N:16]([CH2:24][C:25]2[CH:30]=[C:29]([C:31]([F:34])([F:33])[F:32])[CH:28]=[C:27]([C:35]([F:38])([F:37])[F:36])[CH:26]=2)[C:17]2[N:22]=[CH:21][C:20](Br)=[CH:19][N:18]=2)[CH2:10][CH:9]1[CH2:39][C:40]1[CH:45]=[CH:44][CH:43]=[CH:42][CH:41]=1)=[O:7])([CH3:4])([CH3:3])[CH3:2].C[O-].[Na+].O.[C:50](OCC)(=[O:52])C, predict the reaction product. The product is: [C:1]([O:5][C:6]([N:8]1[CH:13]([CH2:14][CH3:15])[CH2:12][CH:11]([N:16]([CH2:24][C:25]2[CH:30]=[C:29]([C:31]([F:34])([F:33])[F:32])[CH:28]=[C:27]([C:35]([F:38])([F:37])[F:36])[CH:26]=2)[C:17]2[N:22]=[CH:21][C:20]([O:52][CH3:50])=[CH:19][N:18]=2)[CH2:10][CH:9]1[CH2:39][C:40]1[CH:45]=[CH:44][CH:43]=[CH:42][CH:41]=1)=[O:7])([CH3:4])([CH3:3])[CH3:2]. (4) Given the reactants Br[C:2]1[CH:3]=[C:4]([CH:16]=[O:17])[C:5]([N:8]2[CH2:13][C@@H:12]([CH3:14])[O:11][C@@H:10]([CH3:15])[CH2:9]2)=[N:6][CH:7]=1.C([Sn](CCCC)(CCCC)[C:23]1[CH:24]=[N:25][C:26]([N:29]([CH3:31])[CH3:30])=[N:27][CH:28]=1)CCC, predict the reaction product. The product is: [CH3:30][N:29]([CH3:31])[C:26]1[N:27]=[CH:28][C:23]([C:2]2[CH:3]=[C:4]([CH:16]=[O:17])[C:5]([N:8]3[CH2:13][C@H:12]([CH3:14])[O:11][C@H:10]([CH3:15])[CH2:9]3)=[N:6][CH:7]=2)=[CH:24][N:25]=1.